Dataset: Experimentally validated miRNA-target interactions with 360,000+ pairs, plus equal number of negative samples. Task: Binary Classification. Given a miRNA mature sequence and a target amino acid sequence, predict their likelihood of interaction. The miRNA is cel-miR-63-3p with sequence UAUGACACUGAAGCGAGUUGGAAA. The protein sequence of the target gene is MSGCGLFLRTTAAARACRGLVVSTANRRLLRTSPPVRAFAKELFLGKIKKKEVFPFPEVSQDELNEINQFLGPVEKFFTEEVDSRKIDQEGKIPDETLEKLKSLGLFGLQVPEEYGGLGFSNTMYSRLGEIISMDGSITVTLAAHQAIGLKGIILAGTEEQKAKYLPKLASGEHIAAFCLTEPASGSDAASIRSRATLSEDKKHYILNGSKVWITNGGLANIFTVFAKTEVVDSDGSVKDKITAFIVERDFGGVTNGKPEDKLGIRGSNTCEVHFENTKIPVENILGEVGDGFKVAMNIL.... Result: 0 (no interaction).